Task: Predict the reactants needed to synthesize the given product.. Dataset: Full USPTO retrosynthesis dataset with 1.9M reactions from patents (1976-2016) (1) Given the product [N+:1]([C:4]1[CH:9]=[CH:8][C:7]([F:10])=[CH:6][C:5]=1[O:11][CH:13]([CH3:19])[C:14]([O:16][CH2:17][CH3:18])=[O:15])([O-:3])=[O:2], predict the reactants needed to synthesize it. The reactants are: [N+:1]([C:4]1[CH:9]=[CH:8][C:7]([F:10])=[CH:6][C:5]=1[OH:11])([O-:3])=[O:2].Br[CH:13]([CH3:19])[C:14]([O:16][CH2:17][CH3:18])=[O:15].C(=O)([O-])[O-].[K+].[K+]. (2) Given the product [N:1]([CH2:17][CH:15]([C:10]1[CH:11]=[CH:12][C:13]([F:14])=[C:8]([F:7])[CH:9]=1)[OH:16])=[N+:2]=[N-:3], predict the reactants needed to synthesize it. The reactants are: [N-:1]=[N+:2]=[N-:3].[Na+].[Cl-].[NH4+].[F:7][C:8]1[CH:9]=[C:10]([CH:15]2[CH2:17][O:16]2)[CH:11]=[CH:12][C:13]=1[F:14].C(OCC)(=O)C.CCCCCC. (3) Given the product [CH3:3][C:4]1[O:8][C:7]([C:9]2[CH:10]=[CH:11][CH:12]=[CH:13][CH:14]=2)=[N:6][C:5]=1[CH2:15][CH2:16][O:17][C:18]1[CH:19]=[CH:20][C:21]([CH2:22][O:23]/[N:24]=[C:25](/[C:32]2[CH:37]=[CH:36][CH:35]=[CH:34][CH:33]=2)\[CH2:26][CH2:27][C:28]([OH:30])=[O:29])=[CH:38][CH:39]=1, predict the reactants needed to synthesize it. The reactants are: [OH-].[Na+].[CH3:3][C:4]1[O:8][C:7]([C:9]2[CH:14]=[CH:13][CH:12]=[CH:11][CH:10]=2)=[N:6][C:5]=1[CH2:15][CH2:16][O:17][C:18]1[CH:39]=[CH:38][C:21]([CH2:22][O:23]/[N:24]=[C:25](/[C:32]2[CH:37]=[CH:36][CH:35]=[CH:34][CH:33]=2)\[CH2:26][CH2:27][C:28]([O:30]C)=[O:29])=[CH:20][CH:19]=1.CO.Cl. (4) Given the product [Cl:22][C:18]1[CH:17]=[C:16]([C:14]2[C:13]3[C:8](=[CH:9][CH:10]=[C:11]([CH:23]([C:25]4[N:29]([CH3:30])[CH:28]=[N:27][CH:26]=4)[OH:24])[CH:12]=3)[N:1]3[N:2]=[N:3][N:7]=[C:6]3[N:15]=2)[CH:21]=[CH:20][CH:19]=1, predict the reactants needed to synthesize it. The reactants are: [N-:1]=[N+:2]=[N-:3].[Na+].Cl[C:6]1[N:15]=[C:14]([C:16]2[CH:21]=[CH:20][CH:19]=[C:18]([Cl:22])[CH:17]=2)[C:13]2[C:8](=[CH:9][CH:10]=[C:11]([CH:23]([C:25]3[N:29]([CH3:30])[CH:28]=[N:27][CH:26]=3)[OH:24])[CH:12]=2)[N:7]=1. (5) Given the product [Cl:1][C:2]1[CH:7]=[CH:6][C:5]([CH:8]2[CH2:9][CH2:10][N:11]([C@@H:14]3[CH2:19][CH2:18][CH2:17][C@@H:16]([C:20]([NH2:42])=[O:21])[CH2:15]3)[CH2:12][CH2:13]2)=[CH:4][C:3]=1[NH:23][C@@H:24]([C:26]1[CH:31]=[CH:30][C:29]([Cl:32])=[CH:28][C:27]=1[Cl:33])[CH3:25], predict the reactants needed to synthesize it. The reactants are: [Cl:1][C:2]1[CH:7]=[CH:6][C:5]([C:8]2[CH2:13][CH2:12][N:11]([CH:14]3[CH2:19][CH2:18][CH2:17][CH:16]([C:20](O)=[O:21])[CH2:15]3)[CH2:10][CH:9]=2)=[CH:4][C:3]=1[NH:23][C@@H:24]([C:26]1[CH:31]=[CH:30][C:29]([Cl:32])=[CH:28][C:27]=1[Cl:33])[CH3:25].F[P-](F)(F)(F)(F)F.C[N+:42](C)=C(N(C)C)ON1C2N=CC=CC=2N=N1.N.CCN(C(C)C)C(C)C. (6) Given the product [CH:18]1([NH:21][C:22]([C:24]2[CH:29]=[C:28]([C:2]3[CH:15]=[CH:14][C:5]([C:6]([NH:8][CH2:9][C:10]([CH3:13])([CH3:12])[CH3:11])=[O:7])=[CH:4][C:3]=3[CH:16]=[O:17])[C:27]([CH3:33])=[C:26]([F:34])[CH:25]=2)=[O:23])[CH2:20][CH2:19]1, predict the reactants needed to synthesize it. The reactants are: Br[C:2]1[CH:15]=[CH:14][C:5]([C:6]([NH:8][CH2:9][C:10]([CH3:13])([CH3:12])[CH3:11])=[O:7])=[CH:4][C:3]=1[CH:16]=[O:17].[CH:18]1([NH:21][C:22]([C:24]2[CH:25]=[C:26]([F:34])[C:27]([CH3:33])=[C:28](B(O)O)[CH:29]=2)=[O:23])[CH2:20][CH2:19]1.C([O-])([O-])=O.[K+].[K+].